This data is from Full USPTO retrosynthesis dataset with 1.9M reactions from patents (1976-2016). The task is: Predict the reactants needed to synthesize the given product. Given the product [CH2:1]([O:3][C:4]1[N:5]=[C:6]([C:14]#[N:15])[CH:7]=[CH:8][C:9]=1[O:10][CH3:11])[CH3:2], predict the reactants needed to synthesize it. The reactants are: [CH2:1]([O:3][C:4]1[C:9]([O:10][CH3:11])=[CH:8][CH:7]=[C:6](I)[N:5]=1)[CH3:2].[Cu](C#N)[C:14]#[N:15].